This data is from Catalyst prediction with 721,799 reactions and 888 catalyst types from USPTO. The task is: Predict which catalyst facilitates the given reaction. (1) Reactant: [NH2:1][CH2:2][CH2:3][O:4][CH2:5][CH2:6][O:7][CH2:8][CH2:9][NH:10][S:11]([C:14]1[CH:19]=[CH:18][CH:17]=[C:16]([CH:20]2[C:29]3[C:24](=[C:25]([Cl:31])[CH:26]=[C:27]([Cl:30])[CH:28]=3)[CH2:23][N:22]([CH3:32])[CH2:21]2)[CH:15]=1)(=[O:13])=[O:12].[CH2:33]([N:35]([CH2:38][CH3:39])[CH2:36][CH3:37])C.[O:40]=[C:41]1[CH2:45][CH2:44][C:43](=[O:46])[N:42]1[CH:47](CC([O-])=O)[C:48]([O-:50])=O. Product: [Cl:30][C:27]1[CH:28]=[C:29]2[C:24](=[C:25]([Cl:31])[CH:26]=1)[CH2:23][N:22]([CH3:32])[CH2:21][CH:20]2[C:16]1[CH:15]=[C:14]([S:11]([NH:10][CH2:9][CH2:8][O:7][CH2:6][CH2:5][O:4][CH2:3][CH2:2][NH:1][C:41](=[O:40])[CH2:45][CH2:44][C:43]([NH:42][CH2:47][CH2:48][O:50][CH2:5][CH2:6][O:7][CH2:8][CH2:9][NH:10][S:11]([C:14]2[CH:19]=[CH:18][CH:17]=[C:16]([CH:37]3[C:29]4[C:39](=[C:25]([Cl:31])[CH:26]=[C:27]([Cl:30])[CH:28]=4)[CH2:38][N:35]([CH3:33])[CH2:36]3)[CH:15]=2)(=[O:13])=[O:12])=[O:46])(=[O:13])=[O:12])[CH:19]=[CH:18][CH:17]=1. The catalyst class is: 3. (2) Reactant: [O:1]1[CH2:5][CH2:4][CH:3]([S:6]([C:9]2[CH:14]=[CH:13][C:12]([C:15]([N:17]3[CH2:22][CH2:21][C:20]4([O:27][C:26]5[CH:28]=[CH:29][CH:30]=[CH:31][C:25]=5[N:24]5[C:32]([C:35]([F:38])([F:37])[F:36])=[CH:33][CH:34]=[C:23]45)[CH2:19][CH2:18]3)=[O:16])=[CH:11][CH:10]=2)(=[O:8])=[O:7])[CH2:2]1.CC(O)C.C(=O)=O. Product: [O:1]1[CH2:5][CH2:4][C@H:3]([S:6]([C:9]2[CH:10]=[CH:11][C:12]([C:15]([N:17]3[CH2:18][CH2:19][C:20]4([C:23]5=[CH:34][CH:33]=[C:32]([C:35]([F:37])([F:36])[F:38])[N:24]5[C:25]5[CH:31]=[CH:30][CH:29]=[CH:28][C:26]=5[O:27]4)[CH2:21][CH2:22]3)=[O:16])=[CH:13][CH:14]=2)(=[O:8])=[O:7])[CH2:2]1. The catalyst class is: 5. (3) Reactant: C([C@:4]1([OH:19])[C@H:9]([OH:10])[C@@H:8]([CH2:11][OH:12])[O:7]C(C(=O)C)=[C:5]1[C:16](=[O:18])C)(=O)C.[Li+].[Br-].CO.O.C1(C)C=CC(S(O)(=O)=[O:32])=CC=1. Product: [O:12]=[CH:11][C@@H:8]([C@H:9]([C@@H:4]([C@@H:5]([CH2:16][OH:18])[OH:32])[OH:19])[OH:10])[OH:7]. The catalyst class is: 23. (4) Reactant: [F:1][C:2]1[CH:11]=[C:10]2[C:5]([CH2:6][CH2:7][N:8]([C:12]([O:14][C:15]([CH3:18])([CH3:17])[CH3:16])=[O:13])[CH2:9]2)=[CH:4][C:3]=1[N+:19]([O-])=O. Product: [NH2:19][C:3]1[CH:4]=[C:5]2[C:10](=[CH:11][C:2]=1[F:1])[CH2:9][N:8]([C:12]([O:14][C:15]([CH3:18])([CH3:17])[CH3:16])=[O:13])[CH2:7][CH2:6]2. The catalyst class is: 50. (5) Reactant: C(O[C:6]([N:8]1[CH2:13][CH2:12][C:11]([C:15]([N:17]2[CH2:26][CH2:25][C:24]3[C:19](=[CH:20][CH:21]=[C:22]([C:27]([O:29][CH3:30])=[O:28])[CH:23]=3)[CH2:18]2)=[O:16])([CH3:14])[CH2:10][CH2:9]1)=O)(C)(C)C.Cl.[CH:32](=O)C.[O-]S([O-])(=O)=O.[Mg+2].C([BH3-])#N.[Na+]. Product: [CH2:6]([N:8]1[CH2:9][CH2:10][C:11]([C:15]([N:17]2[CH2:26][CH2:25][C:24]3[C:19](=[CH:20][CH:21]=[C:22]([C:27]([O:29][CH3:30])=[O:28])[CH:23]=3)[CH2:18]2)=[O:16])([CH3:14])[CH2:12][CH2:13]1)[CH3:32]. The catalyst class is: 5. (6) Reactant: [N+:1]([C:4]1[C:5]([C:28](OCC)=[O:29])=[N:6][C:7]([NH:19][C:20]2[CH:25]=[CH:24][CH:23]=[C:22]([CH2:26][OH:27])[CH:21]=2)=[N:8][C:9]=1[NH:10][C:11]1[CH:16]=[CH:15][CH:14]=[CH:13][C:12]=1[O:17][CH3:18])([O-])=O.ClC1N=C([C:40](OCC)=[O:41])C([N+]([O-])=O)=C(NC2C=CC=CC=2OC)N=1.[NH2:57]C1C=C(C=CC=1)CO.C(N(C(C)C)CC)(C)C. Product: [OH:27][CH2:26][C:22]1[CH:21]=[C:20]([NH:19][C:7]2[N:8]=[C:9]3[C:4]([NH:1][C:40](=[O:41])[N:10]3[C:11]3[CH:16]=[CH:15][CH:14]=[CH:13][C:12]=3[O:17][CH3:18])=[C:5]([C:28]([NH2:57])=[O:29])[N:6]=2)[CH:25]=[CH:24][CH:23]=1. The catalyst class is: 9.